This data is from Catalyst prediction with 721,799 reactions and 888 catalyst types from USPTO. The task is: Predict which catalyst facilitates the given reaction. (1) Reactant: [CH3:1][O:2][C:3](=[O:20])[C:4]1[CH:9]=[CH:8][CH:7]=[C:6]([CH:10]=[CH:11][C:12]2[CH:17]=[CH:16][C:15]([OH:18])=[CH:14][C:13]=2[CH3:19])[CH:5]=1.[Cl:21][C:22]1[CH:27]=[CH:26][CH:25]=[C:24]([Cl:28])[C:23]=1[N:29]1[C:33]([CH2:34]O)=[C:32]([CH:36]([CH3:38])[CH3:37])[N:31]=[N:30]1.C1(P(C2C=CC=CC=2)C2C=CC=CC=2)C=CC=CC=1.N(C(OCC)=O)=NC(OCC)=O. Product: [CH3:1][O:2][C:3](=[O:20])[C:4]1[CH:9]=[CH:8][CH:7]=[C:6]([CH:10]=[CH:11][C:12]2[CH:17]=[CH:16][C:15]([O:18][CH2:34][C:33]3[N:29]([C:23]4[C:22]([Cl:21])=[CH:27][CH:26]=[CH:25][C:24]=4[Cl:28])[N:30]=[N:31][C:32]=3[CH:36]([CH3:38])[CH3:37])=[CH:14][C:13]=2[CH3:19])[CH:5]=1. The catalyst class is: 1. (2) Product: [Cl:1][C:2]1[C:7]([CH2:8][C:9]([OH:11])=[O:10])=[CH:6][N:5]=[CH:4][N:3]=1. Reactant: [Cl:1][C:2]1[C:7]([CH2:8][C:9]([O:11]CC)=[O:10])=[CH:6][N:5]=[CH:4][N:3]=1.C(O)C.O.[OH-].[Li+]. The catalyst class is: 6. (3) Reactant: [Cl-].O[NH3+:3].[C:4](=[O:7])([O-])[OH:5].[Na+].CS(C)=O.[CH2:13]([C:17]1[N:18]=[C:19]([CH3:47])[N:20]([CH2:39][C:40]2[CH:45]=[CH:44][CH:43]=[CH:42][C:41]=2[F:46])[C:21](=[O:38])[C:22]=1[CH2:23][C:24]1[CH:29]=[CH:28][C:27]([C:30]2[C:31]([C:36]#[N:37])=[CH:32][CH:33]=[CH:34][CH:35]=2)=[CH:26][CH:25]=1)[CH2:14][CH2:15][CH3:16]. Product: [CH2:13]([C:17]1[N:18]=[C:19]([CH3:47])[N:20]([CH2:39][C:40]2[CH:45]=[CH:44][CH:43]=[CH:42][C:41]=2[F:46])[C:21](=[O:38])[C:22]=1[CH2:23][C:24]1[CH:25]=[CH:26][C:27]([C:30]2[CH:35]=[CH:34][CH:33]=[CH:32][C:31]=2[C:36]2[NH:3][C:4](=[O:7])[O:5][N:37]=2)=[CH:28][CH:29]=1)[CH2:14][CH2:15][CH3:16]. The catalyst class is: 13. (4) Reactant: [OH:1][CH:2]([CH2:9][O:10][C:11]1[C:16]([CH3:17])=[CH:15][C:14]([C:18]2[O:19][C:20]([C:23]3[S:24][C:25]([CH2:28][CH:29]([CH3:31])[CH3:30])=[CH:26][CH:27]=3)=[N:21][N:22]=2)=[CH:13][C:12]=1[CH3:32])[CH2:3]OS(C)(=O)=O.[NH3:33]. Product: [NH2:33][CH2:3][CH:2]([OH:1])[CH2:9][O:10][C:11]1[C:16]([CH3:17])=[CH:15][C:14]([C:18]2[O:19][C:20]([C:23]3[S:24][C:25]([CH2:28][CH:29]([CH3:30])[CH3:31])=[CH:26][CH:27]=3)=[N:21][N:22]=2)=[CH:13][C:12]=1[CH3:32]. The catalyst class is: 36. (5) The catalyst class is: 58. Reactant: Cl[CH2:2][C:3]1[CH:7]=[C:6]([CH3:8])[O:5][N:4]=1.[C-:9]#[N:10].[Na+]. Product: [CH3:8][C:6]1[O:5][N:4]=[C:3]([CH2:2][C:9]#[N:10])[CH:7]=1. (6) Reactant: C1(C)C=CC=CC=1P([C:15]1[CH:20]=[CH:19][CH:18]=[CH:17][C:16]=1[CH3:21])C1C=CC=CC=1C.Br[C:24]1[C:25]2[C:30]([CH:31]=[C:32]3[C:37]=1[CH:36]=[CH:35][CH:34]=[CH:33]3)=[C:29]1[CH:38]=[CH:39][CH:40]=[C:41]([C:42]3[CH:49]=[CH:48][C:45]([CH:46]=[O:47])=[CH:44][CH:43]=3)[C:28]1=[CH:27][CH:26]=2.P([O-])([O-])([O-])=O.[K+].[K+].[K+].O1CCOCC1.[C:64]1(C)[CH:69]=CC=C[CH:65]=1. Product: [C:17]1([C:24]2[C:25]3[C:30]([CH:31]=[C:32]4[C:37]=2[CH:36]=[CH:35][CH:34]=[CH:33]4)=[C:29]2[CH:38]=[CH:39][CH:40]=[C:41]([C:42]4[CH:43]=[CH:44][C:45]([CH:46]=[O:47])=[CH:48][CH:49]=4)[C:28]2=[CH:27][CH:26]=3)[C:16]2[C:15](=[CH:65][CH:64]=[CH:69][CH:21]=2)[CH:20]=[CH:19][CH:18]=1. The catalyst class is: 713. (7) Reactant: [Cl:1][C:2]1[CH:7]=[C:6]([Cl:8])[CH:5]=[CH:4][C:3]=1[C:9]1[C:10]([C:18]#[N:19])=[CH:11][C:12]2[N:13]([CH:15]=[N:16][N:17]=2)[CH:14]=1.C1C(=O)N([Cl:27])C(=O)C1. Product: [Cl:27][C:15]1[N:13]2[CH:14]=[C:9]([C:3]3[CH:4]=[CH:5][C:6]([Cl:8])=[CH:7][C:2]=3[Cl:1])[C:10]([C:18]#[N:19])=[CH:11][C:12]2=[N:17][N:16]=1. The catalyst class is: 31.